This data is from Forward reaction prediction with 1.9M reactions from USPTO patents (1976-2016). The task is: Predict the product of the given reaction. (1) The product is: [C:1]1([C:11]2[CH:12]=[C:13]([OH:17])[CH:14]=[CH:15][CH:16]=2)[CH:6]=[CH:5][CH:4]=[CH:3][CH:2]=1. Given the reactants [C:1]1(B(O)O)[CH:6]=[CH:5][CH:4]=[CH:3][CH:2]=1.Br[C:11]1[CH:12]=[C:13]([OH:17])[CH:14]=[CH:15][CH:16]=1.C([O-])([O-])=O.[K+].[K+], predict the reaction product. (2) Given the reactants [N+:1]([C:4]1[CH:12]=[C:11]2[C:7]([CH:8]=[N:9][NH:10]2)=[CH:6][CH:5]=1)([O-:3])=[O:2].[N+:13]([O-])([OH:15])=[O:14].CC(OC(C)=O)=O, predict the reaction product. The product is: [N+:13]([N:9]1[CH:8]=[C:7]2[C:11]([CH:12]=[C:4]([N+:1]([O-:3])=[O:2])[CH:5]=[CH:6]2)=[N:10]1)([O-:15])=[O:14].